From a dataset of Blood-brain barrier permeability classification from the B3DB database. Regression/Classification. Given a drug SMILES string, predict its absorption, distribution, metabolism, or excretion properties. Task type varies by dataset: regression for continuous measurements (e.g., permeability, clearance, half-life) or binary classification for categorical outcomes (e.g., BBB penetration, CYP inhibition). Dataset: b3db_classification. (1) The molecule is CC(=O)Oc1ccc(C(c2ccc(OC(C)=O)cc2)c2ccccn2)cc1. The result is 0 (does not penetrate BBB). (2) The molecule is CC(=O)OCC1=C(C(=O)O)N2C(=O)[C@@H](NC(=O)Cc3cccs3)[C@H]2SC1. The result is 0 (does not penetrate BBB). (3) The compound is CN(C)CCN1C(=O)c2ccccc2N(C)c2ccccc21. The result is 1 (penetrates BBB). (4) The compound is NCc1ccccc1CC(=O)NC1C(=O)N2C(C(=O)O)=C(CSc3nnnn3CC(=O)O)CS[C@@H]12. The result is 0 (does not penetrate BBB). (5) The compound is CC(C)CCC(=O)CC1c2ccccc2C(=O)N1c1ccc2ccc(Cl)nc2n1. The result is 1 (penetrates BBB).